This data is from Reaction yield outcomes from USPTO patents with 853,638 reactions. The task is: Predict the reaction yield, written as a fraction of the theoretical maximum amount of product (1.0 means a 100% yield; for example, 0.34 means a 34% yield). (1) The reactants are [CH:1]1([C@H:4]([N:8]2[CH:12]=[C:11]([C:13]3[C:14]4[CH:21]=[CH:20][NH:19][C:15]=4[N:16]=[CH:17][N:18]=3)[CH:10]=[N:9]2)[CH2:5][C:6]#[N:7])[CH2:3][CH2:2]1.[OH:22][P:23]([OH:26])([OH:25])=[O:24]. The catalyst is C(O)(C)C. The product is [P:23]([OH:26])([OH:25])([OH:24])=[O:22].[CH:1]1([C@H:4]([N:8]2[CH:12]=[C:11]([C:13]3[C:14]4[CH:21]=[CH:20][NH:19][C:15]=4[N:16]=[CH:17][N:18]=3)[CH:10]=[N:9]2)[CH2:5][C:6]#[N:7])[CH2:3][CH2:2]1. The yield is 0.945. (2) The reactants are [OH:1][C:2]1[C:11]2[C:6](=[CH:7][CH:8]=[C:9]([CH2:12][CH2:13][CH2:14][CH2:15][CH3:16])[CH:10]=2)[N:5]=[C:4]([CH3:17])[C:3]=1[CH3:18].[C:19](OC(=O)C)(=[O:21])[CH3:20]. No catalyst specified. The product is [C:19]([O:1][C:2]1[C:11]2[C:6](=[CH:7][CH:8]=[C:9]([CH2:12][CH2:13][CH2:14][CH2:15][CH3:16])[CH:10]=2)[N:5]=[C:4]([CH3:17])[C:3]=1[CH3:18])(=[O:21])[CH3:20]. The yield is 0.740.